Dataset: Reaction yield outcomes from USPTO patents with 853,638 reactions. Task: Predict the reaction yield, written as a fraction of the theoretical maximum amount of product (1.0 means a 100% yield; for example, 0.34 means a 34% yield). (1) The reactants are C(OC([N:8]1[CH2:13][CH2:12][CH:11]([CH:14]2[C:19](=O)[C:18]3[CH:21]=[CH:22][CH:23]=[CH:24][C:17]=3[N:16](COCC[Si](C)(C)C)[S:15]2(=[O:34])=[O:33])[CH2:10][CH2:9]1)=O)(C)(C)C.[BH4-].[Na+].O.[C:38]1([CH3:48])[CH:43]=[CH:42][C:41]([S:44]([OH:47])(=[O:46])=[O:45])=[CH:40][CH:39]=1. The catalyst is CO. The product is [C:38]1([CH3:48])[CH:39]=[CH:40][C:41]([S:44]([OH:47])(=[O:45])=[O:46])=[CH:42][CH:43]=1.[NH:8]1[CH2:9][CH2:10][CH:11]([C:14]2[S:15](=[O:33])(=[O:34])[NH:16][C:17]3[CH:24]=[CH:23][CH:22]=[CH:21][C:18]=3[CH:19]=2)[CH2:12][CH2:13]1. The yield is 0.650. (2) The reactants are Cl.[CH2:2]([N:9]1[CH2:14][CH2:13][C@@H:12]([O:15][CH3:16])[C@H:11]([NH:17]P(=O)(OCC)OCC)[CH2:10]1)[C:3]1[CH:8]=[CH:7][CH:6]=[CH:5][CH:4]=1.[OH-].[Na+].[CH3:28][C:29]([O:32][C:33](O[C:33]([O:32][C:29]([CH3:31])([CH3:30])[CH3:28])=[O:34])=[O:34])([CH3:31])[CH3:30]. The catalyst is O1CCOCC1.C1COCC1.C(OCC)(=O)C. The product is [CH2:2]([N:9]1[CH2:14][CH2:13][C@@H:12]([O:15][CH3:16])[C@H:11]([NH:17][C:33](=[O:34])[O:32][C:29]([CH3:31])([CH3:30])[CH3:28])[CH2:10]1)[C:3]1[CH:4]=[CH:5][CH:6]=[CH:7][CH:8]=1. The yield is 0.900. (3) The reactants are F[C:2]1[CH:9]=[CH:8][C:7]([CH:10]=[O:11])=[CH:6][C:3]=1[C:4]#[N:5].C([O-])([O-])=O.[K+].[K+].[N+:18]([C:21]1[N:25]=[CH:24][NH:23][N:22]=1)([O-:20])=[O:19]. The catalyst is CN(C=O)C.O. The product is [CH:10]([C:7]1[CH:8]=[CH:9][C:2]([N:23]2[CH:24]=[N:25][C:21]([N+:18]([O-:20])=[O:19])=[N:22]2)=[C:3]([CH:6]=1)[C:4]#[N:5])=[O:11]. The yield is 0.450. (4) The reactants are [C:1]1([CH2:7][O:8][C:9]2[CH:10]=[C:11]3[C:15](=[CH:16][CH:17]=2)[N:14]([S:18]([C:21]2[CH:26]=[CH:25][CH:24]=[CH:23][CH:22]=2)(=[O:20])=[O:19])[CH:13]=[CH:12]3)[CH:6]=[CH:5][CH:4]=[CH:3][CH:2]=1.[Li][CH2:28][CH2:29][CH2:30]C.C(I)CC. The catalyst is C1COCC1. The product is [C:1]1([CH2:7][O:8][C:9]2[CH:10]=[C:11]3[C:15](=[CH:16][CH:17]=2)[N:14]([S:18]([C:21]2[CH:26]=[CH:25][CH:24]=[CH:23][CH:22]=2)(=[O:20])=[O:19])[C:13]([CH2:28][CH2:29][CH3:30])=[CH:12]3)[CH:2]=[CH:3][CH:4]=[CH:5][CH:6]=1. The yield is 0.710.